Dataset: Full USPTO retrosynthesis dataset with 1.9M reactions from patents (1976-2016). Task: Predict the reactants needed to synthesize the given product. (1) Given the product [O:16]1[CH2:21][CH2:20][CH:19]([NH:2][CH2:3][CH2:4][NH:5][C:6](=[O:15])[O:7][CH2:8][C:9]2[CH:10]=[CH:11][CH:12]=[CH:13][CH:14]=2)[CH2:18][CH2:17]1, predict the reactants needed to synthesize it. The reactants are: Cl.[NH2:2][CH2:3][CH2:4][NH:5][C:6](=[O:15])[O:7][CH2:8][C:9]1[CH:14]=[CH:13][CH:12]=[CH:11][CH:10]=1.[O:16]1[CH2:21][CH2:20][C:19](=O)[CH2:18][CH2:17]1.C(O)(=O)C.C(O[BH-](OC(=O)C)OC(=O)C)(=O)C.[Na+]. (2) Given the product [NH2:1][C:2]1[N:7]=[CH:6][N:5]=[C:4]2[N:8]([CH2:30][C:31]([OH:33])=[O:32])[N:9]=[C:10]([C:11]3[CH:16]=[CH:15][C:14]([NH:17][S:18]([C:21]4[CH:26]=[CH:25][CH:24]=[C:23]([Cl:27])[C:22]=4[Cl:28])(=[O:19])=[O:20])=[C:13]([F:29])[CH:12]=3)[C:3]=12, predict the reactants needed to synthesize it. The reactants are: [NH2:1][C:2]1[N:7]=[CH:6][N:5]=[C:4]2[N:8]([CH2:30][C:31]([O:33]C)=[O:32])[N:9]=[C:10]([C:11]3[CH:16]=[CH:15][C:14]([NH:17][S:18]([C:21]4[CH:26]=[CH:25][CH:24]=[C:23]([Cl:27])[C:22]=4[Cl:28])(=[O:20])=[O:19])=[C:13]([F:29])[CH:12]=3)[C:3]=12. (3) The reactants are: [O:1]1[C:5]2[CH:6]=[CH:7][C:8]([C:10]3[C:11]([O:29][CH2:30][CH2:31][OH:32])=[N:12][N:13]([CH3:28])[C:14]=3[NH:15][S:16]([C:19]3[CH:24]=[CH:23][C:22]([CH:25]([CH3:27])[CH3:26])=[CH:21][N:20]=3)(=[O:18])=[O:17])=[CH:9][C:4]=2[O:3][CH2:2]1.[H-].[Na+].[Br:35][C:36]1[CH:37]=[N:38][C:39](Cl)=[N:40][CH:41]=1. Given the product [O:1]1[C:5]2[CH:6]=[CH:7][C:8]([C:10]3[C:11]([O:29][CH2:30][CH2:31][O:32][C:39]4[N:40]=[CH:41][C:36]([Br:35])=[CH:37][N:38]=4)=[N:12][N:13]([CH3:28])[C:14]=3[NH:15][S:16]([C:19]3[CH:24]=[CH:23][C:22]([CH:25]([CH3:27])[CH3:26])=[CH:21][N:20]=3)(=[O:18])=[O:17])=[CH:9][C:4]=2[O:3][CH2:2]1, predict the reactants needed to synthesize it. (4) Given the product [Br:1][C:2]1[CH:3]=[C:4]2[C:8](=[C:9]([CH:20]=[O:21])[CH:10]=1)[N:7]([CH2:11][CH2:12][CH2:13][CH2:14][C:15]([O:17][CH2:18][CH3:19])=[O:16])[CH2:6][CH2:5]2, predict the reactants needed to synthesize it. The reactants are: [Br:1][C:2]1[CH:3]=[C:4]2[C:8](=[CH:9][CH:10]=1)[N:7]([CH2:11][CH2:12][CH2:13][CH2:14][C:15]([O:17][CH2:18][CH3:19])=[O:16])[CH2:6][CH2:5]2.[C:20](=O)([O-])[O-:21].[K+].[K+]. (5) Given the product [CH3:1][O:2][C:3]1[CH:8]=[CH:7][C:6]([C:9]2[N:10]=[C:11]([S:24][CH3:23])[O:12][C:13]=2[C:14]2[CH:19]=[CH:18][C:17]([O:20][CH3:21])=[CH:16][CH:15]=2)=[CH:5][CH:4]=1, predict the reactants needed to synthesize it. The reactants are: [CH3:1][O:2][C:3]1[CH:8]=[CH:7][C:6]([C:9]2[N:10]=[C:11](Cl)[O:12][C:13]=2[C:14]2[CH:19]=[CH:18][C:17]([O:20][CH3:21])=[CH:16][CH:15]=2)=[CH:5][CH:4]=1.[CH3:23][S-:24].[Na+]. (6) Given the product [O:24]1[CH2:25][CH2:26][N:27]([CH2:30][C:31]2[CH:37]=[CH:36][C:34]([NH:35]/[C:13](=[C:6]3\[C:5](=[O:23])[NH:4][C:12]4[C:7]\3=[CH:8][CH:9]=[CH:10][CH:11]=4)/[C:14]3[CH:15]=[CH:16][CH:17]=[CH:18][CH:19]=3)=[CH:33][CH:32]=2)[CH2:28][CH2:29]1, predict the reactants needed to synthesize it. The reactants are: C([N:4]1[C:12]2[C:7](=[CH:8][CH:9]=[CH:10][CH:11]=2)[C:6](=[C:13](OCC)[C:14]2[CH:19]=[CH:18][CH:17]=[CH:16][CH:15]=2)[C:5]1=[O:23])(=O)C.[O:24]1[CH2:29][CH2:28][N:27]([CH2:30][C:31]2[CH:37]=[CH:36][C:34]([NH2:35])=[CH:33][CH:32]=2)[CH2:26][CH2:25]1.[OH-].[Na+]. (7) The reactants are: [Br:1][CH2:2][C:3](Br)=[O:4].[O:6]([C:13]1[CH:18]=[CH:17][C:16]([C:19]2[N:24]=[CH:23][CH:22]=[CH:21][N:20]=2)=[CH:15][CH:14]=1)[C:7]1[CH:12]=[CH:11][CH:10]=[CH:9][CH:8]=1.[Al+3].[Cl-].[Cl-].[Cl-]. Given the product [Br:1][CH2:2][C:3]([C:10]1[CH:11]=[CH:12][C:7]([O:6][C:13]2[CH:18]=[CH:17][C:16]([C:19]3[N:20]=[CH:21][CH:22]=[CH:23][N:24]=3)=[CH:15][CH:14]=2)=[CH:8][CH:9]=1)=[O:4], predict the reactants needed to synthesize it. (8) Given the product [Si:13]([O:30][CH2:31][CH2:32][O:33][CH2:34][C@H:35]([OH:40])[C:36]([NH:12][C:9]1[CH:8]=[CH:7][C:6]([F:5])=[CH:11][N:10]=1)=[O:37])([C:26]([CH3:29])([CH3:27])[CH3:28])([C:20]1[CH:25]=[CH:24][CH:23]=[CH:22][CH:21]=1)[C:14]1[CH:15]=[CH:16][CH:17]=[CH:18][CH:19]=1, predict the reactants needed to synthesize it. The reactants are: C[Al](C)C.[F:5][C:6]1[CH:7]=[CH:8][C:9]([NH2:12])=[N:10][CH:11]=1.[Si:13]([O:30][CH2:31][CH2:32][O:33][CH2:34][C@H:35]([OH:40])[C:36](OC)=[O:37])([C:26]([CH3:29])([CH3:28])[CH3:27])([C:20]1[CH:25]=[CH:24][CH:23]=[CH:22][CH:21]=1)[C:14]1[CH:19]=[CH:18][CH:17]=[CH:16][CH:15]=1. (9) Given the product [CH3:1][C:2]1[CH:3]=[CH:4][C:5]([S:8]([O:11][CH2:12][CH:13]([OH:36])[CH2:14][C:15]2[CH:20]=[CH:19][CH:18]=[C:17]([CH2:21][C:22]3[CH:23]=[CH:24][CH:25]=[CH:26][CH:27]=3)[C:16]=2[OH:28])(=[O:9])=[O:10])=[CH:6][CH:7]=1, predict the reactants needed to synthesize it. The reactants are: [CH3:1][C:2]1[CH:7]=[CH:6][C:5]([S:8]([O:11][CH2:12][CH:13]([OH:36])[CH2:14][C:15]2[CH:20]=[CH:19][CH:18]=[C:17]([CH2:21][C:22]3[CH:27]=[CH:26][CH:25]=[CH:24][CH:23]=3)[C:16]=2[O:28]CC2C=CC=CC=2)(=[O:10])=[O:9])=[CH:4][CH:3]=1. (10) The reactants are: [C:1]([O:5][C:6](=[O:28])[N:7]([C@H:18]([CH3:27])[C@H:19]([F:26])[C:20]1[CH:25]=[CH:24][CH:23]=[CH:22][CH:21]=1)[CH2:8][C:9]1[CH:14]=[CH:13][CH:12]=[C:11]([N+:15]([O-])=O)[CH:10]=1)([CH3:4])([CH3:3])[CH3:2].[In].[Cl-].[NH4+]. Given the product [C:1]([O:5][C:6](=[O:28])[N:7]([C@H:18]([CH3:27])[C@H:19]([F:26])[C:20]1[CH:21]=[CH:22][CH:23]=[CH:24][CH:25]=1)[CH2:8][C:9]1[CH:14]=[CH:13][CH:12]=[C:11]([NH2:15])[CH:10]=1)([CH3:4])([CH3:2])[CH3:3], predict the reactants needed to synthesize it.